This data is from Forward reaction prediction with 1.9M reactions from USPTO patents (1976-2016). The task is: Predict the product of the given reaction. (1) The product is: [Cl:1][C:2]1[CH:3]=[C:4]([C:9]2[N:13]([CH3:14])[N:12]=[C:11]([C:15](=[N:20][NH:19][C:21]([NH:23][C:24]3[CH:32]=[CH:31][C:27]([C:28]([OH:30])=[O:29])=[CH:26][CH:25]=3)=[S:22])[CH3:16])[C:10]=2[OH:18])[CH:5]=[CH:6][C:7]=1[Cl:8]. Given the reactants [Cl:1][C:2]1[CH:3]=[C:4]([C:9]2[N:13]([CH3:14])[N:12]=[C:11]([C:15](=O)[CH3:16])[C:10]=2[OH:18])[CH:5]=[CH:6][C:7]=1[Cl:8].[NH:19]([C:21]([NH:23][C:24]1[CH:32]=[CH:31][C:27]([C:28]([OH:30])=[O:29])=[CH:26][CH:25]=1)=[S:22])[NH2:20].CN(C)C=O, predict the reaction product. (2) Given the reactants CC1C=CC(S([O-])(=O)=O)=CC=1.[NH2:12][C:13]([C:15]1[C:23]2[C:19](=[CH:20][N:21]([C:24]3[CH:29]=[CH:28][C:27]([C@@H:30]4[CH2:35][CH2:34][CH2:33][NH2+:32][CH2:31]4)=[CH:26][CH:25]=3)[N:22]=2)[CH:18]=[CH:17][CH:16]=1)=[O:14].[C:36]([OH:43])(=[O:42])/[CH:37]=[CH:38]/[C:39]([OH:41])=[O:40], predict the reaction product. The product is: [C:36]([O-:43])(=[O:42])/[CH:37]=[CH:38]/[C:39]([O-:41])=[O:40].[NH2:12][C:13]([C:15]1[C:23]2[C:19](=[CH:20][N:21]([C:24]3[CH:29]=[CH:28][C:27]([C@@H:30]4[CH2:35][CH2:34][CH2:33][NH2+:32][CH2:31]4)=[CH:26][CH:25]=3)[N:22]=2)[CH:18]=[CH:17][CH:16]=1)=[O:14].[NH2:12][C:13]([C:15]1[C:23]2[C:19](=[CH:20][N:21]([C:24]3[CH:29]=[CH:28][C:27]([C@@H:30]4[CH2:35][CH2:34][CH2:33][NH2+:32][CH2:31]4)=[CH:26][CH:25]=3)[N:22]=2)[CH:18]=[CH:17][CH:16]=1)=[O:14].